From a dataset of Reaction yield outcomes from USPTO patents with 853,638 reactions. Predict the reaction yield, written as a fraction of the theoretical maximum amount of product (1.0 means a 100% yield; for example, 0.34 means a 34% yield). The reactants are [CH3:1][O:2][C:3]([C:5]1[S:6][C:7]([C:27]2[CH2:32][CH2:31][C:30]([CH3:34])([CH3:33])[CH2:29][CH:28]=2)=[CH:8][C:9]=1[N:10]([C@H:20]1[CH2:25][CH2:24][C@H:23]([OH:26])[CH2:22][CH2:21]1)[C:11]([C@H:13]1[CH2:18][CH2:17][C@H:16]([CH3:19])[CH2:15][CH2:14]1)=[O:12])=[O:4].C(N(C(C)C)C(C)C)C.[CH3:44][O:45][CH2:46]Cl. The catalyst is CN(C1C=CN=CC=1)C.C(Cl)Cl. The product is [CH3:1][O:2][C:3]([C:5]1[S:6][C:7]([C:27]2[CH2:32][CH2:31][C:30]([CH3:33])([CH3:34])[CH2:29][CH:28]=2)=[CH:8][C:9]=1[N:10]([C@H:20]1[CH2:25][CH2:24][C@H:23]([O:26][CH2:44][O:45][CH3:46])[CH2:22][CH2:21]1)[C:11]([C@H:13]1[CH2:18][CH2:17][C@H:16]([CH3:19])[CH2:15][CH2:14]1)=[O:12])=[O:4]. The yield is 0.650.